Dataset: Full USPTO retrosynthesis dataset with 1.9M reactions from patents (1976-2016). Task: Predict the reactants needed to synthesize the given product. Given the product [CH3:32][C:2]([CH3:33])([CH3:1])[CH2:3][C:4]1[N:5]=[C:6]([C:15]([NH:43][C:41](=[O:34])[CH3:42])([CH3:30])[CH2:16][C:17]2[CH:22]=[CH:21][C:20]([C:23]3[CH:28]=[CH:27][C:26]([F:29])=[CH:25][N:24]=3)=[CH:19][CH:18]=2)[NH:7][CH:8]=1, predict the reactants needed to synthesize it. The reactants are: [CH3:1][C:2]([CH3:33])([CH3:32])[CH2:3][C:4]1[N:5]=[C:6]([C:15](O)([CH3:30])[CH2:16][C:17]2[CH:22]=[CH:21][C:20]([C:23]3[CH:28]=[CH:27][C:26]([F:29])=[CH:25][N:24]=3)=[CH:19][CH:18]=2)[N:7](S(N(C)C)(=O)=O)[CH:8]=1.[OH-:34].[Na+].S(=O)(=O)(O)O.[C:41](#[N:43])[CH3:42].